This data is from Reaction yield outcomes from USPTO patents with 853,638 reactions. The task is: Predict the reaction yield, written as a fraction of the theoretical maximum amount of product (1.0 means a 100% yield; for example, 0.34 means a 34% yield). (1) The reactants are [CH3:1][Mg+].[Br-].[F:4][C:5]1[CH:16]=[CH:15][CH:14]=[C:13]([F:17])[C:6]=1[C:7]([NH:9]/[CH:10]=[CH:11]\I)=[O:8].Cl. The catalyst is [Br-].[Zn+2].[Br-].C(OCC)C.C1COCC1.CN(C=O)C. The product is [F:4][C:5]1[CH:16]=[CH:15][CH:14]=[C:13]([F:17])[C:6]=1[C:7]([NH:9]/[CH:10]=[CH:11]\[CH3:1])=[O:8]. The yield is 0.860. (2) The reactants are [Br:1][C:2]1[CH:3]=[C:4]([NH2:9])[C:5]([Cl:8])=[N:6][CH:7]=1.[C:10]1([S:16](Cl)(=[O:18])=[O:17])[CH:15]=[CH:14][CH:13]=[CH:12][CH:11]=1. The catalyst is N1C=CC=CC=1. The product is [Br:1][C:2]1[CH:3]=[C:4]([N:9]([S:16]([C:10]2[CH:15]=[CH:14][CH:13]=[CH:12][CH:11]=2)(=[O:18])=[O:17])[S:16]([C:10]2[CH:15]=[CH:14][CH:13]=[CH:12][CH:11]=2)(=[O:18])=[O:17])[C:5]([Cl:8])=[N:6][CH:7]=1. The yield is 0.760. (3) The reactants are [N+:1]([C:4]1[CH:9]=[CH:8][C:7]([OH:10])=[CH:6][CH:5]=1)([O-:3])=[O:2].C([O-])([O-])=O.[K+].[K+].Br[CH2:18][C:19]1[CH:23]=[C:22]([CH3:24])[O:21][N:20]=1. The catalyst is [I-].C([N+](CCCC)(CCCC)CCCC)CCC.CC(C)=O. The product is [CH3:24][C:22]1[O:21][N:20]=[C:19]([CH2:18][O:10][C:7]2[CH:8]=[CH:9][C:4]([N+:1]([O-:3])=[O:2])=[CH:5][CH:6]=2)[CH:23]=1. The yield is 0.970. (4) The reactants are [OH:1][C:2]1[CH:7]=[CH:6][C:5]2[CH2:8][O:9][C@@H:10]3[C@H:14]([C:4]=2[CH:3]=1)[CH2:13][N:12]([C:15]([O:17][C:18]([CH3:21])([CH3:20])[CH3:19])=[O:16])[CH2:11]3.[H-].[Na+].C1(N[S:31]([C:34]([F:37])([F:36])[F:35])(=[O:33])=[O:32])C=CC=CC=1. The catalyst is O1CCCC1. The product is [F:35][C:34]([F:37])([F:36])[S:31]([O:1][C:2]1[CH:7]=[CH:6][C:5]2[CH2:8][O:9][C@@H:10]3[C@H:14]([C:4]=2[CH:3]=1)[CH2:13][N:12]([C:15]([O:17][C:18]([CH3:21])([CH3:20])[CH3:19])=[O:16])[CH2:11]3)(=[O:33])=[O:32]. The yield is 0.990. (5) The reactants are [CH3:1][O:2][C:3]1[CH:4]=[C:5]([CH2:11][N:12]2[CH2:16][CH2:15][N:14]([C:17]3[N:22]=[C:21](Cl)C=CN=3)[C:13]2=[O:24])[CH:6]=[CH:7][C:8]=1[O:9][CH3:10].C[Si]([Br:29])(C)C.[OH-].[Na+].[C:32](#[N:35])[CH2:33]C. No catalyst specified. The product is [CH3:1][O:2][C:3]1[CH:4]=[C:5]([CH2:11][N:12]2[CH2:16][CH2:15][N:14]([C:17]3[CH:33]=[CH:32][N:35]=[C:21]([Br:29])[N:22]=3)[C:13]2=[O:24])[CH:6]=[CH:7][C:8]=1[O:9][CH3:10]. The yield is 0.160. (6) The reactants are CON(C)[C:4]([C@:6]1([CH3:13])[CH2:10][O:9][C:8]([CH3:12])([CH3:11])[O:7]1)=[O:5].CC(C[AlH]CC(C)C)C. The catalyst is C1COCC1. The product is [CH3:11][C:8]1([CH3:12])[O:7][C@:6]([CH3:13])([CH:4]=[O:5])[CH2:10][O:9]1. The yield is 1.00. (7) The yield is 0.420. The catalyst is C1COCC1. The reactants are [Li+].CC([N-]C(C)C)C.[Cl:9][C:10]([Cl:21])([Cl:20])[C@@H:11]1[N:15]2[CH2:16][CH2:17][CH2:18][C@H:14]2[C:13](=[O:19])[O:12]1.[CH2:22]([O:29][CH2:30]Cl)[C:23]1[CH:28]=[CH:27][CH:26]=[CH:25][CH:24]=1. The product is [CH2:22]([O:29][CH2:30][C@@:14]12[CH2:18][CH2:17][CH2:16][N:15]1[C@@H:11]([C:10]([Cl:9])([Cl:20])[Cl:21])[O:12][C:13]2=[O:19])[C:23]1[CH:28]=[CH:27][CH:26]=[CH:25][CH:24]=1.